Predict the product of the given reaction. From a dataset of Forward reaction prediction with 1.9M reactions from USPTO patents (1976-2016). (1) Given the reactants [F:1][C:2]1[CH:7]=[C:6]([F:8])[CH:5]=[CH:4][C:3]=1[C:9]1[N:10]=[C:11]2[C:16]([CH2:17][CH3:18])=[N:15][CH:14]=[CH:13][N:12]2[C:19]=1[C:20]1[CH:25]=[CH:24][N:23]=[C:22](S(C)(=O)=O)[N:21]=1.[NH2:30][CH2:31][C:32]([CH3:35])([OH:34])[CH3:33], predict the reaction product. The product is: [F:1][C:2]1[CH:7]=[C:6]([F:8])[CH:5]=[CH:4][C:3]=1[C:9]1[N:10]=[C:11]2[C:16]([CH2:17][CH3:18])=[N:15][CH:14]=[CH:13][N:12]2[C:19]=1[C:20]1[CH:25]=[CH:24][N:23]=[C:22]([NH:30][CH2:31][C:32]([CH3:35])([OH:34])[CH3:33])[N:21]=1. (2) Given the reactants Cl.Cl.[F:3][C:4]1[C:5]([CH:22]([NH:24][C:25]([C:27]2([NH2:30])[CH2:29][CH2:28]2)=[O:26])[CH3:23])=[N:6][CH:7]=[C:8]([NH:10][C:11]2[C:16]([C:17]([F:20])([F:19])[F:18])=[CH:15][CH:14]=[CH:13][C:12]=2[F:21])[CH:9]=1.[NH2:31][C:32]1[CH:33]=[N:34][CH:35]=[C:36]([CH:40]=1)[C:37](O)=[O:38], predict the reaction product. The product is: [NH2:31][C:32]1[CH:33]=[N:34][CH:35]=[C:36]([CH:40]=1)[C:37]([NH:30][C:27]1([C:25](=[O:26])[NH:24][CH:22]([C:5]2[C:4]([F:3])=[CH:9][C:8]([NH:10][C:11]3[C:16]([C:17]([F:18])([F:20])[F:19])=[CH:15][CH:14]=[CH:13][C:12]=3[F:21])=[CH:7][N:6]=2)[CH3:23])[CH2:29][CH2:28]1)=[O:38]. (3) Given the reactants [CH3:1][C:2]1[N:12]=[C:11]2[N:6]([CH2:7][CH2:8][CH2:9][CH:10]2[OH:13])[C:4](=[O:5])[C:3]=1[CH2:14][CH2:15][N:16]1[CH2:21][CH2:20][CH:19]([C:22]2[C:23]3[CH:24]=[CH:25][C:26]([F:31])=[CH:27][C:28]=3[O:29][N:30]=2)[CH2:18][CH2:17]1.[C:32]([OH:37])(=[O:36])[C:33]([OH:35])=[O:34], predict the reaction product. The product is: [CH3:1][C:2]1[N:12]=[C:11]2[N:6]([CH2:7][CH2:8][CH2:9][CH:10]2[OH:13])[C:4](=[O:5])[C:3]=1[CH2:14][CH2:15][N:16]1[CH2:21][CH2:20][CH:19]([C:22]2[C:23]3[CH:24]=[CH:25][C:26]([F:31])=[CH:27][C:28]=3[O:29][N:30]=2)[CH2:18][CH2:17]1.[C:32]([O-:37])(=[O:36])[C:33]([O-:35])=[O:34].